Regression. Given a peptide amino acid sequence and an MHC pseudo amino acid sequence, predict their binding affinity value. This is MHC class II binding data. From a dataset of Peptide-MHC class II binding affinity with 134,281 pairs from IEDB. (1) The MHC is DRB1_0102 with pseudo-sequence DRB1_0102. The peptide sequence is AALAAAKAAAAAA. The binding affinity (normalized) is 0.617. (2) The peptide sequence is DTGCAIDISRQELRCGSGV. The MHC is DRB1_1501 with pseudo-sequence DRB1_1501. The binding affinity (normalized) is 0.156.